The task is: Predict the product of the given reaction.. This data is from Forward reaction prediction with 1.9M reactions from USPTO patents (1976-2016). (1) Given the reactants [F:1][C:2]1[CH:3]=[CH:4][C:5]([N:8]([C:10]([C@@H:12]2[CH2:16][CH2:15][CH2:14][N:13]2[CH:17]([CH3:19])[CH3:18])=O)N)=[N:6][CH:7]=1.C1C=CC(P(C2C=CC=CC=2)C2C=CC=CC=2)=CC=1.CC[N:41](CC)CC.ClC(Cl)(Cl)C(Cl)(Cl)Cl, predict the reaction product. The product is: [F:1][C:2]1[CH:3]=[CH:4][C:5]2[N:8]([C:10]([C@@H:12]3[CH2:16][CH2:15][CH2:14][N:13]3[CH:17]([CH3:19])[CH3:18])=[N:41][N:6]=2)[CH:7]=1. (2) Given the reactants [I:1][C:2]1[CH:27]=[CH:26][CH:25]=[CH:24][C:3]=1[C:4]([NH:6][C:7]1[CH:12]=[CH:11][C:10]([N:13]2[CH2:18][CH2:17][N:16](C(OCC)=O)[CH2:15][CH2:14]2)=[CH:9][CH:8]=1)=[O:5].[OH-].[K+], predict the reaction product. The product is: [I:1][C:2]1[CH:27]=[CH:26][CH:25]=[CH:24][C:3]=1[C:4]([NH:6][C:7]1[CH:8]=[CH:9][C:10]([N:13]2[CH2:14][CH2:15][NH:16][CH2:17][CH2:18]2)=[CH:11][CH:12]=1)=[O:5]. (3) Given the reactants CO[C:3]([O:5][CH:6]1[O:11][C:9](=[O:10])[C:8]([Cl:12])=[C:7]1[Cl:13])=O.[CH:14]1[C:19](O)=[CH:18]C=[CH:16][C:15]=1[CH3:21], predict the reaction product. The product is: [Cl:12][C:8]1[C:9]([O:11][CH:6]([O:5][C:3]2[CH:16]=[C:15]([CH3:21])[CH:14]=[CH:19][CH:18]=2)[C:7]=1[Cl:13])=[O:10]. (4) Given the reactants [NH:1]1[CH2:5][CH2:4][CH2:3][CH2:2]1.C(N(CC)CC)C.[Cl:13][CH2:14][C:15](Cl)=[O:16], predict the reaction product. The product is: [Cl:13][CH2:14][C:15]([N:1]1[CH2:5][CH2:4][CH2:3][CH2:2]1)=[O:16]. (5) Given the reactants Br[C:2]1[CH:10]=[C:9]2[C:5]([CH:6]=[CH:7][NH:8]2)=[CH:4][CH:3]=1.[Li]C(C)(C)C.[CH3:16][S:17]SC, predict the reaction product. The product is: [CH3:16][S:17][C:2]1[CH:10]=[C:9]2[C:5]([CH:6]=[CH:7][NH:8]2)=[CH:4][CH:3]=1. (6) Given the reactants [BH4-].[Na+].[Cl:3][C:4]1[N:5]([C:15]2[CH:22]=[CH:21][CH:20]=[CH:19][C:16]=2[C:17]#[N:18])[C:6]2[C:11]([C:12]=1[CH:13]=[O:14])=[CH:10][CH:9]=[CH:8][CH:7]=2, predict the reaction product. The product is: [Cl:3][C:4]1[N:5]([C:15]2[CH:22]=[CH:21][CH:20]=[CH:19][C:16]=2[C:17]#[N:18])[C:6]2[C:11]([C:12]=1[CH2:13][OH:14])=[CH:10][CH:9]=[CH:8][CH:7]=2. (7) Given the reactants C[O:2][C:3](=[O:26])[CH2:4][O:5][C:6]1[CH:11]=[CH:10][CH:9]=[CH:8][C:7]=1[CH2:12][C:13]1[CH:18]=[C:17]([Cl:19])[CH:16]=[CH:15][C:14]=1[O:20][CH2:21][C:22]([O:24]C)=[O:23].[OH-].[Na+], predict the reaction product. The product is: [C:22]([CH2:21][O:20][C:14]1[CH:15]=[CH:16][C:17]([Cl:19])=[CH:18][C:13]=1[CH2:12][C:7]1[CH:8]=[CH:9][CH:10]=[CH:11][C:6]=1[O:5][CH2:4][C:3]([OH:26])=[O:2])([OH:24])=[O:23]. (8) Given the reactants CC1(C)C(C)(C)OB([C:9]2[CH:10]=[C:11]([CH:28]=[CH:29][CH:30]=2)[CH2:12][O:13][C:14]2[CH:19]=[CH:18][CH:17]=[CH:16][C:15]=2[CH2:20][C:21]([O:23][C:24]([CH3:27])([CH3:26])[CH3:25])=[O:22])O1.Br[C:33]1[C:34]([OH:41])=[C:35]([CH:38]=[CH:39][CH:40]=1)[C:36]#[N:37], predict the reaction product. The product is: [C:36]([C:35]1[C:34]([OH:41])=[C:33]([C:9]2[CH:30]=[CH:29][CH:28]=[C:11]([CH2:12][O:13][C:14]3[CH:19]=[CH:18][CH:17]=[CH:16][C:15]=3[CH2:20][C:21]([O:23][C:24]([CH3:25])([CH3:26])[CH3:27])=[O:22])[CH:10]=2)[CH:40]=[CH:39][CH:38]=1)#[N:37].